This data is from hERG Central: cardiac toxicity at 1µM, 10µM, and general inhibition. The task is: Predict hERG channel inhibition at various concentrations. (1) The molecule is CC(C)Cn1c(N)c(C(=O)COC(=O)CCc2nc3ccccc3s2)c(=O)n(C)c1=O. Results: hERG_inhib (hERG inhibition (general)): blocker. (2) The molecule is CCN1CC(CN(C)Cc2cn(-c3ccc(C)cc3)nc2-c2cccc(C)c2)CC1=O. Results: hERG_inhib (hERG inhibition (general)): blocker. (3) The compound is O=C(CN1CCN(Cc2ccccc2)CC1)Nc1ccc(F)c(F)c1.O=C(O)C(=O)O. Results: hERG_inhib (hERG inhibition (general)): blocker. (4) The compound is COc1ccc(N2CC(C(=O)Nc3ccc([N+](=O)[O-])cc3Br)CC2=O)cc1. Results: hERG_inhib (hERG inhibition (general)): blocker. (5) The drug is O=C(NCc1cccc(C(F)(F)F)c1)C1CCCN(c2cnccn2)C1. Results: hERG_inhib (hERG inhibition (general)): blocker.